Dataset: Reaction yield outcomes from USPTO patents with 853,638 reactions. Task: Predict the reaction yield, written as a fraction of the theoretical maximum amount of product (1.0 means a 100% yield; for example, 0.34 means a 34% yield). (1) The reactants are C1(P(C2C=CC=CC=2)C2C=CC=CC=2)C=CC=CC=1.BrN1C(=O)CCC1=O.[CH:28]1([CH2:33][C@H:34]([C:38]2[CH:43]=[CH:42][C:41]([Cl:44])=[C:40]([Cl:45])[CH:39]=2)[C:35]([OH:37])=O)[CH2:32][CH2:31][CH2:30][CH2:29]1.[NH2:46][C:47]1[NH:48][C:49]2[CH:55]=[CH:54][CH:53]=[CH:52][C:50]=2[N:51]=1.N1C=CC=CC=1. The catalyst is C(Cl)Cl.O. The product is [NH:48]1[C:49]2[CH:55]=[CH:54][CH:53]=[CH:52][C:50]=2[N:51]=[C:47]1[NH:46][C:35](=[O:37])[C@@H:34]([C:38]1[CH:43]=[CH:42][C:41]([Cl:44])=[C:40]([Cl:45])[CH:39]=1)[CH2:33][CH:28]1[CH2:29][CH2:30][CH2:31][CH2:32]1. The yield is 0.640. (2) The reactants are [CH3:1][C:2]1[CH:7]=[C:6]([O:8][CH2:9][CH2:10][CH2:11][CH2:12][CH2:13][CH2:14][CH2:15][CH2:16][CH2:17][CH3:18])[CH:5]=[CH:4][C:3]=1[N+:19]([O-])=O.CO.Cl.C(=O)([O-])[O-].[K+].[K+]. The catalyst is [Fe].ClCCl.O.O1CCOCC1. The product is [CH3:1][C:2]1[CH:7]=[C:6]([O:8][CH2:9][CH2:10][CH2:11][CH2:12][CH2:13][CH2:14][CH2:15][CH2:16][CH2:17][CH3:18])[CH:5]=[CH:4][C:3]=1[NH2:19]. The yield is 0.760. (3) The reactants are [CH:1]([C@H:3]1[CH2:7][CH2:6][C:5](=[O:8])[N:4]1[CH2:9][CH2:10][CH2:11][CH2:12][CH2:13][CH2:14][C:15]([O:17][CH3:18])=[O:16])=O.[O:19]=[C:20]([CH2:28][CH2:29][CH2:30][CH2:31][C:32]1[CH:37]=[CH:36][CH:35]=[CH:34][CH:33]=1)[CH2:21]P(=O)(OC)OC.[Cl-].[Li+].C(N(CC)CC)C.[Cl-].[NH4+]. The catalyst is C1COCC1. The product is [O:8]=[C:5]1[CH2:6][CH2:7][C@H:3](/[CH:1]=[CH:21]/[C:20](=[O:19])[CH2:28][CH2:29][CH2:30][CH2:31][C:32]2[CH:33]=[CH:34][CH:35]=[CH:36][CH:37]=2)[N:4]1[CH2:9][CH2:10][CH2:11][CH2:12][CH2:13][CH2:14][C:15]([O:17][CH3:18])=[O:16]. The yield is 0.560. (4) The yield is 0.940. The product is [F:1][C:2]1[CH:36]=[C:35]([NH:37][C:38]([NH2:40])=[O:39])[CH:34]=[CH:33][C:3]=1[O:4][C:5]1[CH:10]=[CH:9][N:8]=[C:7]2[CH:11]=[C:12]([C:14]3[CH:15]=[CH:16][C:17]([CH2:20][NH:21][CH2:29][CH2:30][O:31][CH3:32])=[CH:18][N:19]=3)[S:13][C:6]=12. The reactants are [F:1][C:2]1[CH:36]=[C:35]([NH:37][C:38]([NH2:40])=[O:39])[CH:34]=[CH:33][C:3]=1[O:4][C:5]1[CH:10]=[CH:9][N:8]=[C:7]2[CH:11]=[C:12]([C:14]3[N:19]=[CH:18][C:17]([CH2:20][N:21]([CH2:29][CH2:30][O:31][CH3:32])C(=O)OC(C)(C)C)=[CH:16][CH:15]=3)[S:13][C:6]=12.C(O)(C(F)(F)F)=O. The catalyst is C(Cl)Cl.